The task is: Regression. Given two drug SMILES strings and cell line genomic features, predict the synergy score measuring deviation from expected non-interaction effect.. This data is from NCI-60 drug combinations with 297,098 pairs across 59 cell lines. (1) Drug 1: C1=NC2=C(N1)C(=S)N=C(N2)N. Drug 2: CN(CCCl)CCCl.Cl. Cell line: NCI-H226. Synergy scores: CSS=9.44, Synergy_ZIP=-4.24, Synergy_Bliss=-1.96, Synergy_Loewe=-8.20, Synergy_HSA=-4.61. (2) Drug 1: CN(C)N=NC1=C(NC=N1)C(=O)N. Drug 2: C1=NC2=C(N1)C(=S)N=CN2. Cell line: OVCAR3. Synergy scores: CSS=12.0, Synergy_ZIP=-18.3, Synergy_Bliss=-30.4, Synergy_Loewe=-64.6, Synergy_HSA=-29.0. (3) Drug 1: CC1=C(C=C(C=C1)C(=O)NC2=CC(=CC(=C2)C(F)(F)F)N3C=C(N=C3)C)NC4=NC=CC(=N4)C5=CN=CC=C5. Drug 2: CC1CCC2CC(C(=CC=CC=CC(CC(C(=O)C(C(C(=CC(C(=O)CC(OC(=O)C3CCCCN3C(=O)C(=O)C1(O2)O)C(C)CC4CCC(C(C4)OC)OCCO)C)C)O)OC)C)C)C)OC. Cell line: SN12C. Synergy scores: CSS=-7.56, Synergy_ZIP=17.3, Synergy_Bliss=23.5, Synergy_Loewe=-8.63, Synergy_HSA=-8.62. (4) Drug 1: C1CCC(CC1)NC(=O)N(CCCl)N=O. Drug 2: CC1=CC2C(CCC3(C2CCC3(C(=O)C)OC(=O)C)C)C4(C1=CC(=O)CC4)C. Cell line: HOP-62. Synergy scores: CSS=7.17, Synergy_ZIP=1.66, Synergy_Bliss=6.78, Synergy_Loewe=-5.05, Synergy_HSA=1.28. (5) Drug 1: CC1=CC2C(CCC3(C2CCC3(C(=O)C)OC(=O)C)C)C4(C1=CC(=O)CC4)C. Drug 2: C1=NC2=C(N1)C(=S)N=CN2. Cell line: OVCAR-8. Synergy scores: CSS=-6.08, Synergy_ZIP=-9.35, Synergy_Bliss=-23.7, Synergy_Loewe=-53.2, Synergy_HSA=-24.7. (6) Drug 1: CC1C(C(=O)NC(C(=O)N2CCCC2C(=O)N(CC(=O)N(C(C(=O)O1)C(C)C)C)C)C(C)C)NC(=O)C3=C4C(=C(C=C3)C)OC5=C(C(=O)C(=C(C5=N4)C(=O)NC6C(OC(=O)C(N(C(=O)CN(C(=O)C7CCCN7C(=O)C(NC6=O)C(C)C)C)C)C(C)C)C)N)C. Drug 2: CC1C(C(CC(O1)OC2CC(OC(C2O)C)OC3=CC4=CC5=C(C(=O)C(C(C5)C(C(=O)C(C(C)O)O)OC)OC6CC(C(C(O6)C)O)OC7CC(C(C(O7)C)O)OC8CC(C(C(O8)C)O)(C)O)C(=C4C(=C3C)O)O)O)O. Cell line: UACC-257. Synergy scores: CSS=39.3, Synergy_ZIP=1.19, Synergy_Bliss=1.61, Synergy_Loewe=1.22, Synergy_HSA=-0.247. (7) Drug 1: CCC1=CC2CC(C3=C(CN(C2)C1)C4=CC=CC=C4N3)(C5=C(C=C6C(=C5)C78CCN9C7C(C=CC9)(C(C(C8N6C)(C(=O)OC)O)OC(=O)C)CC)OC)C(=O)OC.C(C(C(=O)O)O)(C(=O)O)O. Drug 2: CCC1=C2CN3C(=CC4=C(C3=O)COC(=O)C4(CC)O)C2=NC5=C1C=C(C=C5)O. Cell line: ACHN. Synergy scores: CSS=38.5, Synergy_ZIP=-2.65, Synergy_Bliss=2.82, Synergy_Loewe=-12.9, Synergy_HSA=3.98. (8) Drug 1: C#CCC(CC1=CN=C2C(=N1)C(=NC(=N2)N)N)C3=CC=C(C=C3)C(=O)NC(CCC(=O)O)C(=O)O. Drug 2: C1C(C(OC1N2C=NC3=C2NC=NCC3O)CO)O. Cell line: RXF 393. Synergy scores: CSS=0.539, Synergy_ZIP=-0.686, Synergy_Bliss=-2.99, Synergy_Loewe=-0.835, Synergy_HSA=-3.84. (9) Cell line: HOP-92. Drug 1: CC(C1=C(C=CC(=C1Cl)F)Cl)OC2=C(N=CC(=C2)C3=CN(N=C3)C4CCNCC4)N. Synergy scores: CSS=20.9, Synergy_ZIP=-1.62, Synergy_Bliss=1.78, Synergy_Loewe=2.28, Synergy_HSA=2.85. Drug 2: C1=NC(=NC(=O)N1C2C(C(C(O2)CO)O)O)N. (10) Drug 1: CCCS(=O)(=O)NC1=C(C(=C(C=C1)F)C(=O)C2=CNC3=C2C=C(C=N3)C4=CC=C(C=C4)Cl)F. Drug 2: C1CC(=O)NC(=O)C1N2CC3=C(C2=O)C=CC=C3N. Cell line: MCF7. Synergy scores: CSS=3.76, Synergy_ZIP=1.68, Synergy_Bliss=3.88, Synergy_Loewe=3.44, Synergy_HSA=2.61.